From a dataset of Catalyst prediction with 721,799 reactions and 888 catalyst types from USPTO. Predict which catalyst facilitates the given reaction. (1) Reactant: C[C:2]1[C@@H:19](OC([C@H](O)[C@@H](NC(C2C=CC=CC=2)=O)C2C=CC=CC=2)=O)[CH2:18][C@:14]2(O)[C:15](C)(C)[C:3]=1[C@@H:4]([O:59]C(C)=O)C([C@@]1(C)[C@H]([C@@H]2OC(C2C=CC=CC=2)=O)[C@]2(OC(C)=O)CO[C@@H]2C[C@@H]1O)=O.C(O)(=O)C.[Cl:67]CCl. Product: [C:4]([Cl:67])(=[O:59])[C:3]1[CH:15]=[CH:14][CH:18]=[CH:19][CH:2]=1. The catalyst class is: 13. (2) Reactant: [CH:1]1([C:4]2[CH:5]=[C:6]([CH:39]=[CH:40][CH:41]=2)[CH2:7][N:8]2[C@@H:16]3[C@H:11]([C@H:12]([CH2:19][C:20]4[CH:25]=[CH:24][C:23]([O:26]C)=[C:22]([CH2:28][C:29]5[CH:34]=[CH:33][CH:32]=[C:31]([CH2:35][CH2:36][CH3:37])[CH:30]=5)[CH:21]=4)[CH2:13][S:14](=[O:18])(=[O:17])[CH2:15]3)[O:10][C:9]2=[O:38])[CH2:3][CH2:2]1. Product: [CH:1]1([C:4]2[CH:5]=[C:6]([CH:39]=[CH:40][CH:41]=2)[CH2:7][N:8]2[C@@H:16]3[C@H:11]([C@H:12]([CH2:19][C:20]4[CH:25]=[CH:24][C:23]([OH:26])=[C:22]([CH2:28][C:29]5[CH:34]=[CH:33][CH:32]=[C:31]([CH2:35][CH2:36][CH3:37])[CH:30]=5)[CH:21]=4)[CH2:13][S:14](=[O:17])(=[O:18])[CH2:15]3)[O:10][C:9]2=[O:38])[CH2:3][CH2:2]1. The catalyst class is: 26. (3) Product: [CH3:25][O:24][C:20]1[CH:21]=[C:22]2[C:17](=[CH:18][C:19]=1[O:26][CH3:27])[NH:16][C:15](=[O:28])[C:14]([C:12]([NH:11][C:6]1[CH:5]=[C:4]([CH:9]=[CH:8][C:7]=1[CH3:10])[C:3]([OH:29])=[O:2])=[O:13])=[CH:23]2. The catalyst class is: 6. Reactant: C[O:2][C:3](=[O:29])[C:4]1[CH:9]=[CH:8][C:7]([CH3:10])=[C:6]([NH:11][C:12]([C:14]2[C:15](=[O:28])[NH:16][C:17]3[C:22]([CH:23]=2)=[CH:21][C:20]([O:24][CH3:25])=[C:19]([O:26][CH3:27])[CH:18]=3)=[O:13])[CH:5]=1.CO.Cl. (4) Reactant: Cl[C:2]1[CH:7]=[CH:6][C:5]([N+:8]([O-:10])=[O:9])=[CH:4][N:3]=1.[OH:11][CH2:12][CH2:13][C:14]1[CH:19]=[CH:18][CH:17]=[CH:16][N:15]=1.CC(C)([O-])C.[K+].C(OCC)(=O)C. Product: [N+:8]([C:5]1[CH:6]=[CH:7][C:2]([O:11][CH2:12][CH2:13][C:14]2[CH:19]=[CH:18][CH:17]=[CH:16][N:15]=2)=[N:3][CH:4]=1)([O-:10])=[O:9]. The catalyst class is: 30. (5) Reactant: C1(C(C2C=CC=CC=2)[N:8]2[CH2:11][CH:10]([O:12][CH2:13][C:14]([CH3:16])=[CH2:15])[CH2:9]2)C=CC=CC=1.[Cl:23]CCCl.ClC(OC(Cl)C)=O. Product: [ClH:23].[CH3:16][C:14](=[CH2:15])[CH2:13][O:12][CH:10]1[CH2:11][NH:8][CH2:9]1. The catalyst class is: 5. (6) Reactant: O[C:2]1[CH:9]=[CH:8][C:5]([CH:6]=[O:7])=[CH:4][C:3]=1[O:10][CH3:11].C(N([CH2:17][CH3:18])CC)C.FC(F)(F)S(OS(C(F)(F)F)(=O)=O)(=O)=O. Product: [CH3:11][O:10][C:3]1[CH:4]=[C:5]([CH:8]=[CH:9][C:2]=1[C:18]1[CH:17]=[CH:4][CH:3]=[CH:2][CH:9]=1)[CH:6]=[O:7]. The catalyst class is: 4. (7) Reactant: Cl.[C:2](Cl)(=[O:9])[C:3]1[CH:8]=[CH:7][CH:6]=[N:5][CH:4]=1.[NH:11]([CH:13]1[C:21]2[CH:20]=[CH:19][CH:18]=[CH:17][C:16]=2[N:15]2[CH:22]=[CH:23][CH:24]=[C:14]12)[NH2:12]. Product: [CH:24]1[CH:23]=[CH:22][N:15]2[C:16]3[CH:17]=[CH:18][CH:19]=[CH:20][C:21]=3[CH:13]([NH:11][NH:12][C:2](=[O:9])[C:3]3[CH:8]=[CH:7][CH:6]=[N:5][CH:4]=3)[C:14]=12. The catalyst class is: 17. (8) Reactant: [F:1][C:2]1[CH:3]=[C:4]([CH:42]=[C:43]([F:45])[CH:44]=1)[CH2:5][N:6]1[CH:10]=[C:9]([C:11]2[C:19]3[C:14](=[N:15][CH:16]=[C:17]([C:20]4[CH:21]=[CH:22][C:23]([F:31])=[C:24]([NH:26][S:27]([CH3:30])(=[O:29])=[O:28])[CH:25]=4)[CH:18]=3)[N:13](S(C3C=CC(C)=CC=3)(=O)=O)[CH:12]=2)[CH:8]=[N:7]1.[OH-].[Li+]. Product: [F:45][C:43]1[CH:42]=[C:4]([CH:3]=[C:2]([F:1])[CH:44]=1)[CH2:5][N:6]1[CH:10]=[C:9]([C:11]2[C:19]3[C:14](=[N:15][CH:16]=[C:17]([C:20]4[CH:21]=[CH:22][C:23]([F:31])=[C:24]([NH:26][S:27]([CH3:30])(=[O:28])=[O:29])[CH:25]=4)[CH:18]=3)[NH:13][CH:12]=2)[CH:8]=[N:7]1. The catalyst class is: 87. (9) The catalyst class is: 1. Product: [C:20]([C:17]1[CH:16]=[CH:15][C:14]([C:11]2[O:10][C:9]([C@H:8]([NH:22][C:23]3[CH:30]=[CH:29][C:26]([C:27]#[N:28])=[C:25]([C:31]([F:32])([F:34])[F:33])[CH:24]=3)[C@H:7]([OH:6])[CH3:35])=[N:13][N:12]=2)=[CH:19][CH:18]=1)#[N:21]. Reactant: C([Si](C)(C)[O:6][C@H:7]([CH3:35])[C@@H:8]([NH:22][C:23]1[CH:30]=[CH:29][C:26]([C:27]#[N:28])=[C:25]([C:31]([F:34])([F:33])[F:32])[CH:24]=1)[C:9]1[O:10][C:11]([C:14]2[CH:19]=[CH:18][C:17]([C:20]#[N:21])=[CH:16][CH:15]=2)=[N:12][N:13]=1)(C)(C)C.CCCC[N+](CCCC)(CCCC)CCCC.[F-].